From a dataset of Forward reaction prediction with 1.9M reactions from USPTO patents (1976-2016). Predict the product of the given reaction. (1) The product is: [Br:1][C:2]1[CH:7]=[CH:6][CH:5]=[CH:4][C:3]=1[CH:8]([F:22])[CH3:9]. Given the reactants [Br:1][C:2]1[CH:7]=[CH:6][CH:5]=[CH:4][C:3]=1[CH:8](O)[CH3:9].F.F.F.C(N(CC)CC)C.[B-](F)(F)(F)[F:22].CCN([S+](F)F)CC, predict the reaction product. (2) Given the reactants F[C:2]1[C:11]2[C:6](=[CH:7][CH:8]=[CH:9][CH:10]=2)[C:5]([C:12]#[N:13])=[CH:4][CH:3]=1.[S-2:14].[Na+:15].[Na+], predict the reaction product. The product is: [C:12]([C:5]1[C:6]2[C:11](=[CH:10][CH:9]=[CH:8][CH:7]=2)[C:2]([S-:14])=[CH:3][CH:4]=1)#[N:13].[Na+:15]. (3) Given the reactants [CH2:1]([O:3][C:4]1[C:9]2[C:10](=O)[CH2:11][O:12][C:8]=2[CH:7]=[CH:6][CH:5]=1)[CH3:2].C([O-])(=O)C.[Na+].Cl.[NH2:20][OH:21], predict the reaction product. The product is: [CH2:1]([O:3][C:4]1[C:9]2[C:10](=[N:20][OH:21])[CH2:11][O:12][C:8]=2[CH:7]=[CH:6][CH:5]=1)[CH3:2]. (4) Given the reactants [CH3:1][C:2]([OH:9])([CH2:6][CH2:7][OH:8])[CH2:3][CH2:4][OH:5].[C:10](O[C:10](=[O:17])[C:11]1[CH:16]=[CH:15][CH:14]=[CH:13][CH:12]=1)(=[O:17])[C:11]1[CH:16]=[CH:15][CH:14]=[CH:13][CH:12]=1.N1C=CC=CC=1, predict the reaction product. The product is: [C:10]([O:5][CH2:4][CH2:3][C:2]([OH:9])([CH3:1])[CH2:6][CH2:7][OH:8])(=[O:17])[C:11]1[CH:16]=[CH:15][CH:14]=[CH:13][CH:12]=1. (5) Given the reactants [OH:1][CH2:2][CH2:3][C:4]1[N:8]([C:9]2[N:17]=[C:16]3[C:12]([N:13]=[C:14]([CH:19]=O)[N:15]3[CH3:18])=[C:11]([N:21]3[CH2:26][CH2:25][O:24][CH2:23][CH2:22]3)[N:10]=2)[C:7]2[CH:27]=[CH:28][CH:29]=[CH:30][C:6]=2[N:5]=1.[O:31]1[CH2:34][CH:33]([CH:35]2[CH2:40][CH2:39][NH:38][CH2:37][CH2:36]2)[CH2:32]1.C(O[BH-](OC(=O)C)OC(=O)C)(=O)C.[Na+], predict the reaction product. The product is: [CH3:18][N:15]1[C:14]([CH2:19][N:38]2[CH2:39][CH2:40][CH:35]([CH:33]3[CH2:34][O:31][CH2:32]3)[CH2:36][CH2:37]2)=[N:13][C:12]2[C:16]1=[N:17][C:9]([N:8]1[C:7]3[CH:27]=[CH:28][CH:29]=[CH:30][C:6]=3[N:5]=[C:4]1[CH2:3][CH2:2][OH:1])=[N:10][C:11]=2[N:21]1[CH2:22][CH2:23][O:24][CH2:25][CH2:26]1. (6) Given the reactants I[C:2]1[CH:3]=[CH:4][C:5]([Cl:8])=[N:6][CH:7]=1.IC1C=CC(Br)=NC=1.O1CCCC1.C([Mg]Cl)(C)C.C([Cu])#N.P(OC)(OC)OC.Cl[CH2:38][C:39]1[C:47]2[C:42](=[N:43][CH:44]=[CH:45][CH:46]=2)[N:41]([Si:48]([CH:55]([CH3:57])[CH3:56])([CH:52]([CH3:54])[CH3:53])[CH:49]([CH3:51])[CH3:50])[CH:40]=1.CN(C)CC1C2C(=NC=CC=2)N([Si](C(C)C)(C(C)C)C(C)C)C=1, predict the reaction product. The product is: [Cl:8][C:5]1[N:6]=[CH:7][C:2]([CH2:38][C:39]2[C:47]3[C:42](=[N:43][CH:44]=[CH:45][CH:46]=3)[N:41]([Si:48]([CH:49]([CH3:51])[CH3:50])([CH:55]([CH3:57])[CH3:56])[CH:52]([CH3:54])[CH3:53])[CH:40]=2)=[CH:3][CH:4]=1. (7) Given the reactants [CH3:1][N:2]([CH2:4][C:5]1[C:13]2[O:12][N:11]=[C:10]([CH2:14][CH2:15][CH:16]3[CH2:21][CH2:20][NH:19][CH2:18][CH2:17]3)[C:9]=2[CH:8]=[CH:7][C:6]=1[O:22][CH2:23][CH:24]1[CH2:26][CH2:25]1)[CH3:3].[CH3:27][N:28]([CH3:40])[C:29]1[C:34]([C:35]#[N:36])=[C:33]([F:37])[C:32]([CH:38]=O)=[CH:31][CH:30]=1, predict the reaction product. The product is: [CH:24]1([CH2:23][O:22][C:6]2[CH:7]=[CH:8][C:9]3[C:10]([CH2:14][CH2:15][CH:16]4[CH2:21][CH2:20][N:19]([CH2:38][C:32]5[C:33]([F:37])=[C:34]([C:29]([N:28]([CH3:40])[CH3:27])=[CH:30][CH:31]=5)[C:35]#[N:36])[CH2:18][CH2:17]4)=[N:11][O:12][C:13]=3[C:5]=2[CH2:4][N:2]([CH3:3])[CH3:1])[CH2:25][CH2:26]1.